The task is: Predict the reactants needed to synthesize the given product.. This data is from Full USPTO retrosynthesis dataset with 1.9M reactions from patents (1976-2016). (1) Given the product [OH:1][CH:18]1[CH:19]([OH:2])[CH2:20][C:10]2([C:11]3[C:12](=[N:13][CH:14]=[CH:15][CH:16]=3)[N:8]=[CH:9]2)[CH2:17]1, predict the reactants needed to synthesize it. The reactants are: [OH2:1].[OH2:2].C[N+]([O-])(C)C.[NH:8]1[C:12]2=[N:13][CH:14]=[CH:15][CH:16]=[C:11]2[C:10]2([CH2:20][CH:19]=[CH:18][CH2:17]2)[C:9]1=O. (2) Given the product [F:1][C:2]1[CH:7]=[CH:6][CH:5]=[CH:4][C:3]=1[CH:8]([NH:18][C:19]([C:21]1[CH:29]=[C:28]2[C:24]([CH:25]=[CH:26][NH:27]2)=[CH:23][CH:22]=1)=[O:20])[CH2:9][O:10][CH2:11][CH:12]1[CH2:17][CH2:16][N:15]([CH:31]([CH3:33])[CH3:30])[CH2:14][CH2:13]1, predict the reactants needed to synthesize it. The reactants are: [F:1][C:2]1[CH:7]=[CH:6][CH:5]=[CH:4][C:3]=1[CH:8]([NH:18][C:19]([C:21]1[CH:29]=[C:28]2[C:24]([CH:25]=[CH:26][NH:27]2)=[CH:23][CH:22]=1)=[O:20])[CH2:9][O:10][CH2:11][CH:12]1[CH2:17][CH2:16][NH:15][CH2:14][CH2:13]1.[CH3:30][C:31]([CH3:33])=O. (3) Given the product [C:14]1([CH:7]([C:1]2[CH:2]=[CH:3][CH:4]=[CH:5][CH:6]=2)[N:8]2[CH2:9][CH2:10][N:11]([CH2:27][CH2:28][CH2:29][Cl:30])[CH2:12][CH2:13]2)[CH:19]=[CH:18][CH:17]=[CH:16][CH:15]=1, predict the reactants needed to synthesize it. The reactants are: [C:1]1([CH:7]([C:14]2[CH:19]=[CH:18][CH:17]=[CH:16][CH:15]=2)[N:8]2[CH2:13][CH2:12][NH:11][CH2:10][CH2:9]2)[CH:6]=[CH:5][CH:4]=[CH:3][CH:2]=1.C(=O)([O-])[O-].[K+].[K+].Br[CH2:27][CH2:28][CH2:29][Cl:30]. (4) Given the product [S:1]1[C:5]2[CH:6]=[CH:7][CH:8]=[CH:9][C:4]=2[C:3]([C@H:10]2[CH2:15][CH2:14][C@H:13]([C:16]3[N:25]4[C:19]([CH2:20][N:21]([C:38](=[O:40])[CH3:39])[CH2:22][C:23]5[CH:29]=[C:28]([Cl:30])[CH:27]=[CH:26][C:24]=54)=[N:18][N:17]=3)[CH2:12][CH2:11]2)=[N:2]1, predict the reactants needed to synthesize it. The reactants are: [S:1]1[C:5]2[CH:6]=[CH:7][CH:8]=[CH:9][C:4]=2[C:3]([C@H:10]2[CH2:15][CH2:14][C@H:13]([C:16]3[N:25]4[C:19]([CH2:20][NH:21][CH2:22][C:23]5[CH:29]=[C:28]([Cl:30])[CH:27]=[CH:26][C:24]=54)=[N:18][N:17]=3)[CH2:12][CH2:11]2)=[N:2]1.C(N(CC)CC)C.[C:38](Cl)(=[O:40])[CH3:39]. (5) Given the product [N:1]1([C@@H:6]2[CH2:10][CH2:9][N:8]([C:11]3[CH:16]=[CH:15][C:14]([N:17]4[CH:26]=[CH:25][C:24]5[C:19](=[CH:20][CH:21]=[C:22]([O:27][CH2:31][CH:32]6[O:36][CH2:35][CH2:34][O:33]6)[CH:23]=5)[C:18]4=[O:28])=[CH:13][C:12]=3[F:29])[CH2:7]2)[CH2:2][CH2:3][CH2:4][CH2:5]1, predict the reactants needed to synthesize it. The reactants are: [N:1]1([C@@H:6]2[CH2:10][CH2:9][N:8]([C:11]3[CH:16]=[CH:15][C:14]([N:17]4[CH:26]=[CH:25][C:24]5[C:19](=[CH:20][CH:21]=[C:22]([OH:27])[CH:23]=5)[C:18]4=[O:28])=[CH:13][C:12]=3[F:29])[CH2:7]2)[CH2:5][CH2:4][CH2:3][CH2:2]1.Br[CH2:31][CH:32]1[O:36][CH2:35][CH2:34][O:33]1. (6) Given the product [NH2:2][C:5]1[C:6]([OH:21])=[C:7]([C:12]2[CH:17]=[CH:16][CH:15]=[C:14]([C:18]([OH:20])=[O:19])[CH:13]=2)[CH:8]=[C:9]([F:11])[CH:10]=1, predict the reactants needed to synthesize it. The reactants are: Br.[N+:2]([C:5]1[C:6]([OH:21])=[C:7]([C:12]2[CH:17]=[CH:16][CH:15]=[C:14]([C:18]([OH:20])=[O:19])[CH:13]=2)[CH:8]=[C:9]([F:11])[CH:10]=1)([O-])=O.C([O-])=O.[NH4+]. (7) Given the product [F:1][C:2]1[CH:3]=[CH:4][C:5]([OH:12])=[C:6]2[C:10]=1[NH:9][C:8](=[O:11])[CH2:7]2, predict the reactants needed to synthesize it. The reactants are: [F:1][C:2]1[CH:3]=[CH:4][C:5]([O:12]C)=[C:6]2[C:10]=1[NH:9][C:8](=[O:11])[CH2:7]2.Br. (8) Given the product [Cl:21][C:22]1[CH:23]=[C:24]([NH:25][C:2]2[C:3]3[N:10]([CH2:11][CH2:12][NH:13][C:14](=[O:20])[O:15][C:16]([CH3:19])([CH3:18])[CH3:17])[CH:9]=[CH:8][C:4]=3[N:5]=[CH:6][N:7]=2)[CH:26]=[CH:27][C:28]=1[O:29][C:30]1[CH:35]=[CH:34][CH:33]=[C:32]([C:36]([F:38])([F:39])[F:37])[CH:31]=1, predict the reactants needed to synthesize it. The reactants are: Cl[C:2]1[C:3]2[N:10]([CH2:11][CH2:12][NH:13][C:14](=[O:20])[O:15][C:16]([CH3:19])([CH3:18])[CH3:17])[CH:9]=[CH:8][C:4]=2[N:5]=[CH:6][N:7]=1.[Cl:21][C:22]1[CH:23]=[C:24]([CH:26]=[CH:27][C:28]=1[O:29][C:30]1[CH:35]=[CH:34][CH:33]=[C:32]([C:36]([F:39])([F:38])[F:37])[CH:31]=1)[NH2:25].C(=O)([O-])O.[Na+].